Dataset: Peptide-MHC class I binding affinity with 185,985 pairs from IEDB/IMGT. Task: Regression. Given a peptide amino acid sequence and an MHC pseudo amino acid sequence, predict their binding affinity value. This is MHC class I binding data. (1) The peptide sequence is SFQQPLQQY. The MHC is HLA-A26:01 with pseudo-sequence HLA-A26:01. The binding affinity (normalized) is 0. (2) The peptide sequence is IFVSLVKKNK. The MHC is HLA-A31:01 with pseudo-sequence HLA-A31:01. The binding affinity (normalized) is 0.609. (3) The peptide sequence is SNKKLINSF. The MHC is HLA-B08:01 with pseudo-sequence HLA-B08:01. The binding affinity (normalized) is 0.350.